From a dataset of Forward reaction prediction with 1.9M reactions from USPTO patents (1976-2016). Predict the product of the given reaction. Given the reactants [NH2:1][C:2]1[C:11]2[C:6](=[C:7](Br)[CH:8]=[CH:9][CH:10]=2)[N:5]=[N:4][C:3]=1[C:13]([NH:15][CH2:16][CH2:17][CH3:18])=[O:14].[CH3:19][N:20]1[C:24](B2OC(C)(C)C(C)(C)O2)=[CH:23][C:22]([CH3:34])=[N:21]1, predict the reaction product. The product is: [NH2:1][C:2]1[C:11]2[C:6](=[C:7]([C:24]3[N:20]([CH3:19])[N:21]=[C:22]([CH3:34])[CH:23]=3)[CH:8]=[CH:9][CH:10]=2)[N:5]=[N:4][C:3]=1[C:13]([NH:15][CH2:16][CH2:17][CH3:18])=[O:14].